Dataset: Full USPTO retrosynthesis dataset with 1.9M reactions from patents (1976-2016). Task: Predict the reactants needed to synthesize the given product. (1) Given the product [CH3:12][O:13][C:14](=[O:24])[C@@H:15]([N:17]([C:2]([O:4][CH2:5][C:6]1[CH:11]=[CH:10][CH:9]=[CH:8][CH:7]=1)=[O:3])[CH2:18][CH:19]([O:22][CH3:23])[O:20][CH3:21])[CH3:16], predict the reactants needed to synthesize it. The reactants are: Cl[C:2]([O:4][CH2:5][C:6]1[CH:11]=[CH:10][CH:9]=[CH:8][CH:7]=1)=[O:3].[CH3:12][O:13][C:14](=[O:24])[C@@H:15]([NH:17][CH2:18][CH:19]([O:22][CH3:23])[O:20][CH3:21])[CH3:16].C(=O)([O-])O.[Na+]. (2) Given the product [OH:15][C:13]1[CH:12]=[CH:11][C:10]2[N:24]=[C:25]([C:26]3[CH:31]=[CH:30][C:29]([O:32][CH3:33])=[CH:28][CH:27]=3)[N:8]([CH2:7][CH2:6][C:2]3[S:1][CH:5]=[CH:4][CH:3]=3)[C:9]=2[CH:14]=1, predict the reactants needed to synthesize it. The reactants are: [S:1]1[CH:5]=[CH:4][CH:3]=[C:2]1[CH2:6][CH2:7][NH:8][C:9]1[C:10]([NH2:24])=[CH:11][CH:12]=[C:13]([O:15]COCC[Si](C)(C)C)[CH:14]=1.[CH:25](=O)[C:26]1[CH:31]=[CH:30][C:29]([O:32][CH3:33])=[CH:28][CH:27]=1. (3) Given the product [CH3:18][CH:17]([O:16][CH2:15][CH2:14][O:13][C:7]1[N:6]=[C:5]2[C:10]([N:11]=[C:3]([O:27][CH3:26])[N:4]2[CH:20]2[CH2:25][CH2:24][CH2:23][CH2:22][O:21]2)=[C:9]([NH2:12])[N:8]=1)[CH3:19], predict the reactants needed to synthesize it. The reactants are: [Na].Br[C:3]1[N:4]([CH:20]2[CH2:25][CH2:24][CH2:23][CH2:22][O:21]2)[C:5]2[C:10]([N:11]=1)=[C:9]([NH2:12])[N:8]=[C:7]([O:13][CH2:14][CH2:15][O:16][CH:17]([CH3:19])[CH3:18])[N:6]=2.[CH3:26][OH:27]. (4) Given the product [Cl:11][C:8]1[CH:7]=[C:3]2[C:2](=[CH:10][CH:9]=1)[N:1]=[C:15]([C:14]1[CH:18]=[CH:19][CH:20]=[CH:21][C:13]=1[Cl:12])[N:6]=[C:4]2[N:22]1[CH2:26][CH2:25][CH2:24][CH2:23]1, predict the reactants needed to synthesize it. The reactants are: [NH2:1][C:2]1[CH:10]=[CH:9][C:8]([Cl:11])=[CH:7][C:3]=1[C:4]([NH2:6])=O.[Cl:12][C:13]1[CH:21]=[CH:20][CH:19]=[CH:18][C:14]=1[C:15](Cl)=O.[NH:22]1[CH2:26][CH2:25][CH2:24][CH2:23]1.